Dataset: Forward reaction prediction with 1.9M reactions from USPTO patents (1976-2016). Task: Predict the product of the given reaction. (1) Given the reactants [O:1]1[CH2:6][CH2:5][CH:4]([CH2:7][N:8]2[C:12]3[CH:13]=[C:14]([C:17]4[CH:22]=[CH:21][N:20]=[C:19]5[NH:23][C:24]([C:26]6[CH2:31][CH2:30][N:29](C(OC(C)(C)C)=O)[CH2:28][CH:27]=6)=[CH:25][C:18]=45)[CH:15]=[CH:16][C:11]=3[N:10]=[N:9]2)[CH2:3][CH2:2]1.FC(F)(F)C(O)=O, predict the reaction product. The product is: [O:1]1[CH2:2][CH2:3][CH:4]([CH2:7][N:8]2[C:12]3[CH:13]=[C:14]([C:17]4[CH:22]=[CH:21][N:20]=[C:19]5[NH:23][C:24]([C:26]6[CH2:31][CH2:30][NH:29][CH2:28][CH:27]=6)=[CH:25][C:18]=45)[CH:15]=[CH:16][C:11]=3[N:10]=[N:9]2)[CH2:5][CH2:6]1. (2) Given the reactants [F:1][C:2]1[CH:7]=[CH:6][CH:5]=[C:4]([F:8])[C:3]=1[C:9]1[S:10][C:11]([NH:31]C(=O)OC(C)(C)C)=[C:12]([C:14](=[O:30])[NH:15][C:16]2[CH:17]=[N:18][N:19]([CH3:29])[C:20]=2[N:21]2[CH2:26][CH2:25][CH2:24][C:23]([F:28])([F:27])[CH2:22]2)[N:13]=1.Cl, predict the reaction product. The product is: [NH2:31][C:11]1[S:10][C:9]([C:3]2[C:2]([F:1])=[CH:7][CH:6]=[CH:5][C:4]=2[F:8])=[N:13][C:12]=1[C:14]([NH:15][C:16]1[CH:17]=[N:18][N:19]([CH3:29])[C:20]=1[N:21]1[CH2:26][CH2:25][CH2:24][C:23]([F:27])([F:28])[CH2:22]1)=[O:30]. (3) The product is: [F:34][C:35]1([F:40])[CH2:37][CH:36]1[CH2:38][O:39][C:9]1[C:14]([F:15])=[CH:13][C:12]([C:16]2[O:17][C:18]3[CH:23]=[C:22]([O:24][CH2:25][C@@H:26]([NH:28][C:29](=[O:31])[CH3:30])[CH3:27])[N:21]=[CH:20][C:19]=3[N:32]=2)=[CH:11][C:10]=1[F:33]. Given the reactants C(O[C:9]1[C:14]([F:15])=[CH:13][C:12]([C:16]2[O:17][C:18]3[CH:23]=[C:22]([O:24][CH2:25][C@@H:26]([NH:28][C:29](=[O:31])[CH3:30])[CH3:27])[N:21]=[CH:20][C:19]=3[N:32]=2)=[CH:11][C:10]=1[F:33])C1C=CC=CC=1.[F:34][C:35]1([F:40])[CH2:37][CH:36]1[CH2:38][OH:39], predict the reaction product. (4) The product is: [C:1]([NH:9][C:10]1[C:11]2[N:12]=[CH:13][N:14]([C:23]=2[N:24]=[CH:25][N:26]=1)[C@@H:15]1[O:22][C@H:19]([CH2:20][O:21][C:44]([O:43][CH2:42][CH:41]([C:39]2[CH:40]=[C:35]([C:27](=[O:34])[C:28]3[CH:29]=[CH:30][CH:31]=[CH:32][CH:33]=3)[CH:36]=[CH:37][C:38]=2[N+:48]([O-:50])=[O:49])[CH3:47])=[O:45])[C@@H:17]([OH:18])[CH2:16]1)(=[O:8])[C:2]1[CH:3]=[CH:4][CH:5]=[CH:6][CH:7]=1. Given the reactants [C:1]([NH:9][C:10]1[C:11]2[N:12]=[CH:13][N:14]([C:23]=2[N:24]=[CH:25][N:26]=1)[C@@H:15]1[O:22][C@H:19]([CH2:20][OH:21])[C@@H:17]([OH:18])[CH2:16]1)(=[O:8])[C:2]1[CH:7]=[CH:6][CH:5]=[CH:4][CH:3]=1.[C:27]([C:35]1[CH:36]=[CH:37][C:38]([N+:48]([O-:50])=[O:49])=[C:39]([CH:41]([CH3:47])[CH2:42][O:43][C:44](Cl)=[O:45])[CH:40]=1)(=[O:34])[C:28]1[CH:33]=[CH:32][CH:31]=[CH:30][CH:29]=1.C(Cl)Cl, predict the reaction product.